The task is: Predict the product of the given reaction.. This data is from Forward reaction prediction with 1.9M reactions from USPTO patents (1976-2016). (1) The product is: [NH2:7][CH2:8][CH2:9][C:10]([C:13]1[CH:14]=[CH:15][C:16]([NH:19][C:20](=[O:31])[C:21]2[CH:26]=[CH:25][C:24]([O:27][CH3:28])=[C:23]([O:29][CH3:30])[CH:22]=2)=[CH:17][CH:18]=1)([CH3:11])[CH3:12]. Given the reactants C(OC(=O)[NH:7][CH2:8][CH2:9][C:10]([C:13]1[CH:18]=[CH:17][C:16]([NH:19][C:20](=[O:31])[C:21]2[CH:26]=[CH:25][C:24]([O:27][CH3:28])=[C:23]([O:29][CH3:30])[CH:22]=2)=[CH:15][CH:14]=1)([CH3:12])[CH3:11])(C)(C)C.C(O)(C(F)(F)F)=O, predict the reaction product. (2) Given the reactants [F:1][C:2]1[C:29]([CH3:30])=[CH:28][C:5]([CH2:6][C@@H:7]([C:13]([N:15]2[C@H:19]([CH2:20][C:21]3[CH:26]=[CH:25][CH:24]=[CH:23][CH:22]=3)[CH2:18][O:17][C:16]2=[O:27])=[O:14])[CH2:8][CH2:9][CH2:10][CH:11]=O)=[CH:4][C:3]=1[CH3:31].[F:32][C:33]1[CH:40]=[CH:39][C:36]([CH2:37][NH2:38])=[CH:35][CH:34]=1.[BH-](OC(C)=O)(OC(C)=O)OC(C)=O.[Na+], predict the reaction product. The product is: [F:1][C:2]1[C:29]([CH3:30])=[CH:28][C:5]([CH2:6][C@H:7]([CH2:8][CH2:9][CH2:10][CH2:11][NH:38][CH2:37][C:36]2[CH:39]=[CH:40][C:33]([F:32])=[CH:34][CH:35]=2)[C:13]([N:15]2[C@H:19]([CH2:20][C:21]3[CH:26]=[CH:25][CH:24]=[CH:23][CH:22]=3)[CH2:18][O:17][C:16]2=[O:27])=[O:14])=[CH:4][C:3]=1[CH3:31]. (3) Given the reactants FC(F)(F)C(O)=O.C([O:12][C:13]([C:15]1[CH:20]=[CH:19][C:18]([NH:21][C:22]([CH:24]2[CH:29]([O:30][CH:31]3[CH2:36][CH2:35][N:34](C(OC(C)(C)C)=O)[CH2:33][CH2:32]3)[CH2:28][CH:27]([C:44]3[CH:49]=[CH:48][CH:47]=[CH:46][CH:45]=3)[CH2:26][N:25]2[C:50](=[O:65])/[CH:51]=[CH:52]/[C:53]2[CH:58]=[C:57]([Cl:59])[CH:56]=[CH:55][C:54]=2[N:60]2[CH:64]=[N:63][N:62]=[N:61]2)=[O:23])=[CH:17][CH:16]=1)=[O:14])(C)(C)C, predict the reaction product. The product is: [Cl:59][C:57]1[CH:56]=[CH:55][C:54]([N:60]2[CH:64]=[N:63][N:62]=[N:61]2)=[C:53](/[CH:52]=[CH:51]/[C:50]([N:25]2[CH2:26][CH:27]([C:44]3[CH:45]=[CH:46][CH:47]=[CH:48][CH:49]=3)[CH2:28][CH:29]([O:30][CH:31]3[CH2:36][CH2:35][NH:34][CH2:33][CH2:32]3)[CH:24]2[C:22]([NH:21][C:18]2[CH:17]=[CH:16][C:15]([C:13]([OH:14])=[O:12])=[CH:20][CH:19]=2)=[O:23])=[O:65])[CH:58]=1. (4) The product is: [CH:32]1([C:30]2[C:29]([C:35]([O:37][CH3:38])=[O:36])=[CH:28][N:27]=[C:26]([N:9]3[CH2:8][CH2:7][N:6]4[C:10]5[CH:16]=[C:15]([S:17]([CH3:20])(=[O:19])=[O:18])[C:14]([C:21]([O:23][CH3:24])=[O:22])=[CH:13][C:11]=5[N:12]=[C:5]4[C@H:4]3[CH:1]([CH3:3])[CH3:2])[N:31]=2)[CH2:33][CH2:34]1. Given the reactants [CH:1]([C@H:4]1[NH:9][CH2:8][CH2:7][N:6]2[C:10]3[CH:16]=[C:15]([S:17]([CH3:20])(=[O:19])=[O:18])[C:14]([C:21]([O:23][CH3:24])=[O:22])=[CH:13][C:11]=3[N:12]=[C:5]12)([CH3:3])[CH3:2].Cl[C:26]1[N:31]=[C:30]([CH:32]2[CH2:34][CH2:33]2)[C:29]([C:35]([O:37][CH3:38])=[O:36])=[CH:28][N:27]=1.CCN(C(C)C)C(C)C, predict the reaction product. (5) Given the reactants [CH3:1][N:2]([C@@H:15]1[CH2:19][CH2:18][N:17](C(OC(C)(C)C)=O)[CH2:16]1)[C:3](=[O:14])[C:4]1[CH:9]=[CH:8][CH:7]=[CH:6][C:5]=1[C:10]([F:13])([F:12])[F:11], predict the reaction product. The product is: [CH3:1][N:2]([C@@H:15]1[CH2:19][CH2:18][NH:17][CH2:16]1)[C:3](=[O:14])[C:4]1[CH:9]=[CH:8][CH:7]=[CH:6][C:5]=1[C:10]([F:13])([F:11])[F:12]. (6) Given the reactants [NH2:1][C:2]1[CH:3]=[C:4]([CH:16]=[CH:17][C:18]=1[O:19][CH3:20])[C:5]([NH:7][C:8]1[CH:13]=[CH:12][C:11]([Cl:14])=[C:10]([Cl:15])[CH:9]=1)=[O:6].[Cl:21][C:22]1[CH:23]=[C:24]([N:29]=[C:30]=[S:31])[CH:25]=[C:26]([Cl:28])[CH:27]=1, predict the reaction product. The product is: [Cl:15][C:10]1[CH:9]=[C:8]([NH:7][C:5](=[O:6])[C:4]2[CH:16]=[CH:17][C:18]([O:19][CH3:20])=[C:2]([NH:1][C:30]([NH:29][C:24]3[CH:25]=[C:26]([Cl:28])[CH:27]=[C:22]([Cl:21])[CH:23]=3)=[S:31])[CH:3]=2)[CH:13]=[CH:12][C:11]=1[Cl:14]. (7) Given the reactants C([O:3][C:4](=O)[CH2:5][CH2:6][N:7]1[CH2:12][CH2:11][CH:10]([NH:13][C:14]2[N:18]([CH2:19][C:20]3[C:25]([OH:26])=[CH:24][CH:23]=[C:22]([CH3:27])[N:21]=3)[C:17]3[CH:28]=[C:29]([CH3:33])[CH:30]=[C:31]([CH3:32])[C:16]=3[N:15]=2)[CH2:9][CH2:8]1)C.O.C(OC(=O)C)C, predict the reaction product. The product is: [OH:3][CH2:4][CH2:5][CH2:6][N:7]1[CH2:12][CH2:11][CH:10]([NH:13][C:14]2[N:18]([CH2:19][C:20]3[C:25]([OH:26])=[CH:24][CH:23]=[C:22]([CH3:27])[N:21]=3)[C:17]3[CH:28]=[C:29]([CH3:33])[CH:30]=[C:31]([CH3:32])[C:16]=3[N:15]=2)[CH2:9][CH2:8]1. (8) Given the reactants C(OC([N:8]1[CH2:12][CH2:11][CH2:10][C@@H:9]1[CH2:13][O:14][C:15]1[CH:20]=[CH:19][CH:18]=[CH:17][C:16]=1[C:21]([N:23]1[CH2:37][C:26]2=[C:27]3[N:32]([N:33]=[C:25]2[CH2:24]1)[C:31]([CH3:34])=[C:30]([Cl:35])[C:29]([CH3:36])=[N:28]3)=[O:22])=O)(C)(C)C.Cl, predict the reaction product. The product is: [Cl:35][C:30]1[C:29]([CH3:36])=[N:28][C:27]2[N:32]([N:33]=[C:25]3[CH2:24][N:23]([C:21]([C:16]4[CH:17]=[CH:18][CH:19]=[CH:20][C:15]=4[O:14][CH2:13][C@H:9]4[CH2:10][CH2:11][CH2:12][NH:8]4)=[O:22])[CH2:37][C:26]3=2)[C:31]=1[CH3:34]. (9) Given the reactants [CH:1]1([CH:7]([C:9]2[CH:13]=[C:12]([CH3:14])[S:11][C:10]=2[CH3:15])O)[CH2:6][CH2:5][CH2:4][CH2:3][CH2:2]1.S(Cl)([Cl:18])=O.C(=O)([O-])O.[Na+], predict the reaction product. The product is: [Cl:18][CH:7]([CH:1]1[CH2:6][CH2:5][CH2:4][CH2:3][CH2:2]1)[C:9]1[CH:13]=[C:12]([CH3:14])[S:11][C:10]=1[CH3:15]. (10) Given the reactants CO[C:3]([C:5]1[C:6]([OH:35])=[C:7]2[C:12](=[C:13]([C:15]3[CH:20]=[CH:19][N:18]=[N:17][CH:16]=3)[N:14]=1)[N:11]([CH2:21][C:22]1[CH:27]=[CH:26][CH:25]=[CH:24][CH:23]=1)[C:10](=[O:28])[C:9]([C:29]1[CH:34]=[CH:33][CH:32]=[CH:31][CH:30]=1)=[CH:8]2)=[O:4].[NH2:36][CH2:37][CH2:38][C:39]([OH:41])=[O:40].C[O-].[Na+], predict the reaction product. The product is: [CH2:21]([N:11]1[C:12]2[C:7](=[C:6]([OH:35])[C:5]([C:3]([NH:36][CH2:37][CH2:38][C:39]([OH:41])=[O:40])=[O:4])=[N:14][C:13]=2[C:15]2[CH:20]=[CH:19][N:18]=[N:17][CH:16]=2)[CH:8]=[C:9]([C:29]2[CH:34]=[CH:33][CH:32]=[CH:31][CH:30]=2)[C:10]1=[O:28])[C:22]1[CH:27]=[CH:26][CH:25]=[CH:24][CH:23]=1.